Predict the reaction yield, written as a fraction of the theoretical maximum amount of product (1.0 means a 100% yield; for example, 0.34 means a 34% yield). From a dataset of Reaction yield outcomes from USPTO patents with 853,638 reactions. (1) The product is [CH3:1][O:2][C:3]1[CH:8]=[CH:7][CH:6]=[CH:5][C:4]=1[O:9][CH2:17][CH2:18][NH:19][C:20](=[O:26])[O:21][C:22]([CH3:25])([CH3:24])[CH3:23]. The yield is 0.970. The catalyst is CN(C)C=O. The reactants are [CH3:1][O:2][C:3]1[CH:8]=[CH:7][CH:6]=[CH:5][C:4]=1[OH:9].C(=O)([O-])[O-].[K+].[K+].Br[CH2:17][CH2:18][NH:19][C:20](=[O:26])[O:21][C:22]([CH3:25])([CH3:24])[CH3:23]. (2) The reactants are [O:1]1[C:5]2[CH:6]=[CH:7][C:8]([C:10]3([C:13]([NH:15][C:16]4[S:17][C:18]([C@@H:21]([N:30]5[CH2:34][CH2:33][C@@H:32]([O:35][Si](C(C)(C)C)(C)C)[CH2:31]5)[C:22]5[CH:27]=[CH:26][C:25]([F:28])=[CH:24][C:23]=5[Cl:29])=[CH:19][N:20]=4)=[O:14])[CH2:12][CH2:11]3)=[CH:9][C:4]=2[O:3][CH2:2]1.CCCC[N+](CCCC)(CCCC)CCCC.[F-]. The catalyst is O. The product is [O:1]1[C:5]2[CH:6]=[CH:7][C:8]([C:10]3([C:13]([NH:15][C:16]4[S:17][C:18]([C@H:21]([C:22]5[CH:27]=[CH:26][C:25]([F:28])=[CH:24][C:23]=5[Cl:29])[N:30]5[CH2:34][CH2:33][C@@H:32]([OH:35])[CH2:31]5)=[CH:19][N:20]=4)=[O:14])[CH2:12][CH2:11]3)=[CH:9][C:4]=2[O:3][CH2:2]1. The yield is 0.610. (3) The reactants are [F:1][C:2]1[CH:8]=[CH:7][C:5]([NH2:6])=[CH:4][C:3]=1[N+:9]([O-:11])=[O:10].[C:12](OC(=O)C)(=[O:14])[CH3:13]. No catalyst specified. The product is [F:1][C:2]1[CH:8]=[CH:7][C:5]([NH:6][C:12](=[O:14])[CH3:13])=[CH:4][C:3]=1[N+:9]([O-:11])=[O:10]. The yield is 0.700. (4) The reactants are CC1N=C(N2C(=O)N(CC3C=CC(C(F)(F)F)=CC=3)N=C2)SC=1C(OCC)=O.[F:29][CH:30]([F:56])[O:31][C:32]1[CH:55]=[CH:54][C:35]([CH2:36][N:37]2[C:41](=[O:42])[N:40]([C:43]3[S:44][C:45]([C:49]([O:51]CC)=[O:50])=[C:46]([CH3:48])[N:47]=3)[CH:39]=[N:38]2)=[CH:34][CH:33]=1. No catalyst specified. The product is [F:56][CH:30]([F:29])[O:31][C:32]1[CH:55]=[CH:54][C:35]([CH2:36][N:37]2[C:41](=[O:42])[N:40]([C:43]3[S:44][C:45]([C:49]([OH:51])=[O:50])=[C:46]([CH3:48])[N:47]=3)[CH:39]=[N:38]2)=[CH:34][CH:33]=1. The yield is 0.910.